This data is from Full USPTO retrosynthesis dataset with 1.9M reactions from patents (1976-2016). The task is: Predict the reactants needed to synthesize the given product. (1) The reactants are: [CH3:1][O:2][CH2:3][CH2:4][CH2:5][C:6]1[CH:7]=[C:8]([CH2:12][OH:13])[CH:9]=[CH:10][CH:11]=1.CC(OI1(OC(C)=O)(OC(C)=O)OC(=O)C2C=CC=CC1=2)=O. Given the product [CH3:1][O:2][CH2:3][CH2:4][CH2:5][C:6]1[CH:7]=[C:8]([CH:9]=[CH:10][CH:11]=1)[CH:12]=[O:13], predict the reactants needed to synthesize it. (2) Given the product [Cl:1][C:2]1[CH:18]=[CH:17][C:5]2[S:6][C:7]([C:10]3[C:15]4[C:14](=[N:22][CH:21]=[CH:20][CH:28]=4)[NH:13][CH:12]=3)=[C:8]([CH3:9])[C:4]=2[CH:3]=1, predict the reactants needed to synthesize it. The reactants are: [Cl:1][C:2]1[CH:18]=[CH:17][C:5]2[S:6][C:7]([C:10]3[CH:15]=[CH:14][N:13]=[C:12](N)N=3)=[C:8]([CH3:9])[C:4]=2[CH:3]=1.Br[C:20]1[C:28]2C(=[N:22][CH:21]=[CH:20][CH:28]=2)[NH:22][CH:21]=1.ClC1N=C(Cl)C=CN=1. (3) The reactants are: [OH:1][CH:2]([CH2:10][CH3:11])[C:3]#[C:4][CH2:5][C:6]([O:8][CH3:9])=[O:7].N1C=CC=CC=1.[C:18](Cl)(=[O:20])[CH3:19]. Given the product [C:18]([O:1][CH:2]([CH2:10][CH3:11])[C:3]#[C:4][CH2:5][C:6]([O:8][CH3:9])=[O:7])(=[O:20])[CH3:19], predict the reactants needed to synthesize it. (4) Given the product [S:1]1[C:5]2[CH:6]=[CH:7][CH:8]=[CH:9][C:4]=2[CH:3]=[C:2]1[CH:10]([C:33]1[CH:38]=[CH:37][CH:36]=[CH:35][C:34]=1[CH2:39][CH3:40])[NH:11][S:12]([C:15]1[CH:25]=[CH:24][C:18]2[O:19][CH2:20][CH2:21][CH2:22][O:23][C:17]=2[CH:16]=1)(=[O:13])=[O:14], predict the reactants needed to synthesize it. The reactants are: [S:1]1[C:5]2[CH:6]=[CH:7][CH:8]=[CH:9][C:4]=2[CH:3]=[C:2]1[CH:10]=[N:11][S:12]([C:15]1[CH:25]=[CH:24][C:18]2[O:19][CH2:20][CH2:21][CH2:22][O:23][C:17]=2[CH:16]=1)(=[O:14])=[O:13].O1CCCC1.Br[Mg][C:33]1[CH:38]=[CH:37][CH:36]=[CH:35][C:34]=1[CH2:39][CH3:40]. (5) Given the product [Br:1][CH2:2][CH2:3][N:4]1[C:8]([CH2:9][Br:19])=[CH:7][C:6]([N+:11]([O-:13])=[O:12])=[N:5]1, predict the reactants needed to synthesize it. The reactants are: [Br:1][CH2:2][CH2:3][N:4]1[C:8]([CH2:9]O)=[CH:7][C:6]([N+:11]([O-:13])=[O:12])=[N:5]1.C(Cl)(Cl)Cl.P(Br)(Br)[Br:19]. (6) Given the product [OH:27][C:28]1[CH:35]=[CH:34][C:31]([CH2:32][NH:33][C:2]2[N:10]=[CH:9][N:8]=[C:7]3[C:3]=2[N:4]=[CH:5][N:6]3[CH:11]2[CH2:16][CH2:15][CH2:14][CH2:13][O:12]2)=[CH:30][CH:29]=1, predict the reactants needed to synthesize it. The reactants are: Cl[C:2]1[N:10]=[CH:9][N:8]=[C:7]2[C:3]=1[N:4]=[CH:5][N:6]2[CH:11]1[CH2:16][CH2:15][CH2:14][CH2:13][O:12]1.ClC1N=CN=C2C=1NC=N2.[OH:27][C:28]1[CH:35]=[CH:34][C:31]([CH2:32][NH2:33])=[CH:30][CH:29]=1.C(N(CC)CC)C.